Dataset: Peptide-MHC class I binding affinity with 185,985 pairs from IEDB/IMGT. Task: Regression. Given a peptide amino acid sequence and an MHC pseudo amino acid sequence, predict their binding affinity value. This is MHC class I binding data. (1) The peptide sequence is NPANKEESI. The MHC is HLA-B07:02 with pseudo-sequence HLA-B07:02. The binding affinity (normalized) is 0.537. (2) The peptide sequence is FWLMVYEGL. The MHC is HLA-A26:01 with pseudo-sequence HLA-A26:01. The binding affinity (normalized) is 0.293. (3) The peptide sequence is ILLARLFLY. The MHC is HLA-A24:03 with pseudo-sequence HLA-A24:03. The binding affinity (normalized) is 0.213. (4) The peptide sequence is SSNVANYQK. The binding affinity (normalized) is 0.0847. The MHC is HLA-B40:01 with pseudo-sequence HLA-B40:01. (5) The peptide sequence is KYKLKHIVW. The MHC is HLA-B40:02 with pseudo-sequence HLA-B40:02. The binding affinity (normalized) is 0. (6) The peptide sequence is RLNPEVSYF. The MHC is HLA-B15:03 with pseudo-sequence HLA-B15:03. The binding affinity (normalized) is 1.00. (7) The binding affinity (normalized) is 0.0847. The MHC is HLA-B07:02 with pseudo-sequence HLA-B07:02. The peptide sequence is AQNAISTTF.